Dataset: Peptide-MHC class I binding affinity with 185,985 pairs from IEDB/IMGT. Task: Regression. Given a peptide amino acid sequence and an MHC pseudo amino acid sequence, predict their binding affinity value. This is MHC class I binding data. (1) The peptide sequence is YTGDFDSVM. The MHC is Patr-B0101 with pseudo-sequence Patr-B0101. The binding affinity (normalized) is 0.355. (2) The peptide sequence is KQIPIWLPL. The MHC is HLA-B27:05 with pseudo-sequence HLA-B27:05. The binding affinity (normalized) is 0.468. (3) The MHC is HLA-B40:01 with pseudo-sequence HLA-B40:01. The binding affinity (normalized) is 0.157. The peptide sequence is RLRDLLLIVTR. (4) The peptide sequence is EEVWRDPYL. The MHC is HLA-A69:01 with pseudo-sequence HLA-A69:01. The binding affinity (normalized) is 0.0847. (5) The peptide sequence is GLIEEMASA. The MHC is HLA-B07:02 with pseudo-sequence HLA-B07:02. The binding affinity (normalized) is 0.0847. (6) The peptide sequence is HSAARRLFH. The MHC is HLA-A03:01 with pseudo-sequence HLA-A03:01. The binding affinity (normalized) is 0.797. (7) The peptide sequence is IPFDDIVRTM. The MHC is HLA-B54:01 with pseudo-sequence HLA-B54:01. The binding affinity (normalized) is 0.228. (8) The peptide sequence is SLSSIRFHI. The MHC is HLA-A02:01 with pseudo-sequence HLA-A02:01. The binding affinity (normalized) is 0.776. (9) The peptide sequence is LFLDGIDKA. The MHC is HLA-B08:01 with pseudo-sequence HLA-B08:01. The binding affinity (normalized) is 0.